From a dataset of Forward reaction prediction with 1.9M reactions from USPTO patents (1976-2016). Predict the product of the given reaction. (1) Given the reactants [CH3:1][C:2]1[C:7]([NH:8][C:9](=[O:15])[O:10][C:11]([CH3:14])([CH3:13])[CH3:12])=[C:6]([CH3:16])[N:5]=[C:4]([O:17][CH2:18][C:19]([N:21]([CH3:28])[CH:22]2[CH2:27][CH2:26][NH:25][CH2:24][CH2:23]2)=[O:20])[N:3]=1.[Cl:29][C:30]1[CH:37]=[CH:36][C:33]([CH2:34]Br)=[CH:32][CH:31]=1, predict the reaction product. The product is: [Cl:29][C:30]1[CH:37]=[CH:36][C:33]([CH2:34][N:25]2[CH2:24][CH2:23][CH:22]([N:21]([CH3:28])[C:19](=[O:20])[CH2:18][O:17][C:4]3[N:3]=[C:2]([CH3:1])[C:7]([NH:8][C:9](=[O:15])[O:10][C:11]([CH3:14])([CH3:12])[CH3:13])=[C:6]([CH3:16])[N:5]=3)[CH2:27][CH2:26]2)=[CH:32][CH:31]=1. (2) Given the reactants [Cl:1][C:2]1[C:3]([C:9]([OH:11])=[O:10])=[N:4][C:5](Cl)=[CH:6][CH:7]=1.[OH-].[Na+].C1COCC1.CN([CH:22]([SH:24])C)C.[CH3:25][N:26]([CH:28]=O)[CH3:27], predict the reaction product. The product is: [Cl-:1].[C:9]([C:3]1[N:4]=[C:5]([S:24][CH2:22][CH2:28][NH+:26]([CH3:27])[CH3:25])[CH:6]=[CH:7][C:2]=1[Cl:1])([OH:11])=[O:10]. (3) Given the reactants [CH3:1][N:2]1[CH:7]=[CH:6][C:5]([C:8]2[CH:13]=[CH:12][N:11]=[CH:10][C:9]=2[NH:14][C:15](=[O:21])[O:16][C:17]([CH3:20])([CH3:19])[CH3:18])=[CH:4][C:3]1=[O:22], predict the reaction product. The product is: [C:17]([O:16][C:15](=[O:21])[NH:14][C:9]1[CH:10]=[N:11][CH:12]=[CH:13][C:8]=1[CH:5]1[CH2:6][CH2:7][N:2]([CH3:1])[C:3](=[O:22])[CH2:4]1)([CH3:20])([CH3:18])[CH3:19]. (4) Given the reactants [Cl:1][C:2]1[CH:15]=[CH:14][C:5]([CH2:6][NH:7]C(=O)C(F)(F)F)=[CH:4][C:3]=1[C:16]1[NH:20][C:19](=[O:21])[N:18]([C:22]2[CH:27]=[CH:26][C:25]([CH3:28])=[C:24]([Cl:29])[CH:23]=2)[N:17]=1.[OH-].[K+].O, predict the reaction product. The product is: [NH2:7][CH2:6][C:5]1[CH:14]=[CH:15][C:2]([Cl:1])=[C:3]([C:16]2[NH:20][C:19](=[O:21])[N:18]([C:22]3[CH:27]=[CH:26][C:25]([CH3:28])=[C:24]([Cl:29])[CH:23]=3)[N:17]=2)[CH:4]=1.